Dataset: Full USPTO retrosynthesis dataset with 1.9M reactions from patents (1976-2016). Task: Predict the reactants needed to synthesize the given product. (1) Given the product [ClH:1].[Cl:1][C:2]1[CH:7]=[C:6]([C:8]#[C:9][C:19]2[CH:20]=[CH:21][C:11]([F:10])=[C:12]([CH:18]=2)[C:13]([N:15]([CH3:17])[CH3:16])=[O:14])[CH:5]=[N:4][CH:3]=1, predict the reactants needed to synthesize it. The reactants are: [Cl:1][C:2]1[CH:3]=[N:4][CH:5]=[C:6]([C:8]#[CH:9])[CH:7]=1.[F:10][C:11]1[CH:21]=[CH:20][C:19](I)=[CH:18][C:12]=1[C:13]([N:15]([CH3:17])[CH3:16])=[O:14].C(N(CC)CC)C. (2) Given the product [Br:21][C:22]1[CH:27]=[CH:26][CH:25]=[CH:24][C:23]=1[C:28]1[CH:29]=[N:1][C:2]2[C:3]([C:12]=1[C:14]1[CH:15]=[C:16]([OH:20])[CH:17]=[CH:18][CH:19]=1)=[CH:4][CH:5]=[CH:6][C:7]=2[C:8]([F:11])([F:10])[F:9], predict the reactants needed to synthesize it. The reactants are: [NH2:1][C:2]1[C:7]([C:8]([F:11])([F:10])[F:9])=[CH:6][CH:5]=[CH:4][C:3]=1[C:12]([C:14]1[CH:19]=[CH:18][CH:17]=[C:16]([OH:20])[CH:15]=1)=O.[Br:21][C:22]1[CH:27]=[CH:26][CH:25]=[CH:24][C:23]=1[CH2:28][CH:29]=O. (3) The reactants are: Br[N:2]1[C:10]2[C:5](=[CH:6][CH:7]=[CH:8][CH:9]=2)[CH:4]=[C:3]1[CH:11]1[CH2:16][CH2:15][CH2:14][CH2:13][CH2:12]1.[CH3:17][N:18]([CH3:32])[S:19]([C:22]1[CH:27]=[CH:26][C:25](B(O)O)=[C:24]([CH3:31])[CH:23]=1)(=[O:21])=[O:20].C(=O)([O-])[O-].[K+].[K+].O. Given the product [CH:11]1([C:3]2[NH:2][C:10]3[C:5]([CH:4]=2)=[CH:6][C:7]([C:25]2[CH:26]=[CH:27][C:22]([S:19]([N:18]([CH3:32])[CH3:17])(=[O:21])=[O:20])=[CH:23][C:24]=2[CH3:31])=[CH:8][CH:9]=3)[CH2:16][CH2:15][CH2:14][CH2:13][CH2:12]1, predict the reactants needed to synthesize it. (4) The reactants are: C([N:8]1[CH2:13][CH2:12][N:11]([C:14]([O:16][C:17]([CH3:20])([CH3:19])[CH3:18])=[O:15])[C@H:10]([CH2:21][CH2:22][OH:23])[CH2:9]1)C1C=CC=CC=1. Given the product [OH:23][CH2:22][CH2:21][C@@H:10]1[CH2:9][NH:8][CH2:13][CH2:12][N:11]1[C:14]([O:16][C:17]([CH3:20])([CH3:19])[CH3:18])=[O:15], predict the reactants needed to synthesize it. (5) The reactants are: C1C=CC(P(C2C=CC=CC=2)C2C=CC=CC=2)=CC=1.N(C(OCC)=O)=NC(OCC)=O.[C:32]([O:36][CH2:37][CH3:38])(=[O:35])[CH2:33][OH:34].O=[C:40]1[CH2:45][CH2:44][CH2:43][CH2:42][CH:41]1[C:46]#[N:47].[H-].[Na+]. Given the product [CH2:37]([O:36][C:32]([C:33]1[O:34][C:40]2[CH2:45][CH2:44][CH2:43][CH2:42][C:41]=2[C:46]=1[NH2:47])=[O:35])[CH3:38], predict the reactants needed to synthesize it. (6) Given the product [CH2:1]([NH:8][CH:9]([CH:15]([CH3:17])[CH3:16])[CH2:10][C:11]([OH:13])=[O:12])[C:2]1[CH:7]=[CH:6][CH:5]=[CH:4][CH:3]=1, predict the reactants needed to synthesize it. The reactants are: [CH2:1]([NH:8][CH:9]([CH:15]([CH3:17])[CH3:16])[CH2:10][C:11]([O:13]C)=[O:12])[C:2]1[CH:7]=[CH:6][CH:5]=[CH:4][CH:3]=1.NC(C(C)C)CC(O)=O.N[C@@H](C(C)C)CC(O)=O.